This data is from NCI-60 drug combinations with 297,098 pairs across 59 cell lines. The task is: Regression. Given two drug SMILES strings and cell line genomic features, predict the synergy score measuring deviation from expected non-interaction effect. Cell line: NCI/ADR-RES. Synergy scores: CSS=31.1, Synergy_ZIP=-11.1, Synergy_Bliss=-9.52, Synergy_Loewe=-4.19, Synergy_HSA=-2.72. Drug 1: C1=NC2=C(N1)C(=S)N=C(N2)N. Drug 2: C1C(C(OC1N2C=C(C(=O)NC2=O)F)CO)O.